From a dataset of Experimentally validated miRNA-target interactions with 360,000+ pairs, plus equal number of negative samples. Binary Classification. Given a miRNA mature sequence and a target amino acid sequence, predict their likelihood of interaction. (1) The miRNA is mmu-miR-6380 with sequence UGUAAGUGCUUUUAACUGCUGAGC. The protein sequence of the target gene is MAAEEVLQTVDHYKTEIERLTKELTETTHEKIQAAEYGLVVLEEKLTLKQQYDELEAEYDSLKQELEQLKEAFGQSFSIHRKVAEDGETREETLLQESASKEAYYLGKILEMQNELKQSRAVVTNVQAENERLTAVVQDLKENNEMVELQRIRMKDEIREYKFREARLLQDYTELEEENITLQKLVSTLKQNQVEYEGLKHEIKRFEEETVLLNSQLEDAIRLKEIAEHQLEEALETLKNEREQKNNLRKELSQYISLNDNHISISVDGLKFAEDGSEPNNDDKMNGHIHGPLVKLNGDY.... Result: 0 (no interaction). (2) The miRNA is hsa-miR-6730-5p with sequence AGAAAGGUGGAGGGGUUGUCAGA. The protein sequence of the target gene is MPFSNSHNALKLRFPAEDEFPDLSAHNNHMAKVLTPELYAELRAKSTPSGFTLDDVIQTGVDNPGHPYIMTVGCVAGDEESYEVFKDLFDPIIEDRHGGYKPSDEHKTDLNPDNLQGGDDLDPNYVLSSRVRTGRSIRGFCLPPHCSRGERRAIEKLAVEALSSLDGDLAGRYYALKSMTEAEQQQLIDDHFLFDKPVSPLLLASGMARDWPDARGIWHNDNKTFLVWVNEEDHLRVISMQKGGNMKEVFTRFCTGLTQIETLFKSKDYEFMWNPHLGYILTCPSNLGTGLRAGVHIKLP.... Result: 0 (no interaction). (3) The miRNA is hsa-miR-22-5p with sequence AGUUCUUCAGUGGCAAGCUUUA. The protein sequence of the target gene is MAVYKEAYPVDILEDDAEGYQAAAEAYYEMLREGAQTSAEVISLSTGEQVRLETSSLCFCTIYRDEPQHKILGLVNPQDTKTVVAVYLKESWWSIEDILRTSDPTREGLMKVQSFGERIVLFVLNVIVFGRLERRLHIDDMFFLPHPAKEQAKILWKDGAAVAFYSVKMKGSLCGDGTGTCYLLPVLDTVFVRRKNRCQGLGTAMLRDFCDTFQGDEALGISCPISPAMYRVLRQFLLTCPGERGRLWEVEPPGAWGQQRVNIWLKVYLQERRLQDGSTVHPKCSEEDTDTPGQASQEDG.... Result: 0 (no interaction). (4) Result: 0 (no interaction). The protein sequence of the target gene is MRVAVAGCCHGELDKIYETLALAERRGPGPVDLLLCCGDFQAVRNEADLRCMAVPPKYRHMQTFYRYYSGEKKAPVLTLFIGGNHEASNHLQELPYGGWVAPNIYYLGLAGVVKYRGVRIGGISGIFKSHDYRKGHFECPPYNSSTIRSIYHVRNIEVYKLKQLKQPIDIFLSHDWPRSIYHYGNKKQLLKTKSFFRQEVENNTLGSPAASELLEHLKPTYWFSAHLHVKFAALMQHQAKDKGQTARATKFLALDKCLPHRDFLQILEIEHDPSAPDYLEYDIEWLTILRATDDLINVTG.... The miRNA is hsa-miR-4726-3p with sequence ACCCAGGUUCCCUCUGGCCGCA. (5) The miRNA is hsa-miR-185-3p with sequence AGGGGCUGGCUUUCCUCUGGUC. The protein sequence of the target gene is MSAEVIHQVEEALDTDEKEMLLFLCRDVAIDVVPPNVRDLLDILRERGKLSVGDLAELLYRVRRFDLLKRILKMDRKAVETHLLRNPHLVSDYRVLMAEIGEDLDKSDVSSLIFLMKDYMGRGKISKEKSFLDLVVELEKLNLVAPDQLDLLEKCLKNIHRIDLKTKIQKYKQSVQGAGTSYRNVLQAAIQKSLKDPSNNFRLHNGRSKEQRLKEQLGAQQEPVKKSIQESEAFLPQSIPEERYKMKSKPLGICLIIDCIGNETELLRDTFTSLGYEVQKFLHLSMHGISQILGQFACMP.... Result: 0 (no interaction).